This data is from Catalyst prediction with 721,799 reactions and 888 catalyst types from USPTO. The task is: Predict which catalyst facilitates the given reaction. (1) Reactant: [CH3:1][O:2][C:3]1[CH:12]=[C:11]2[C:6]([C:7]([Cl:18])=[C:8]([C:13]([O:15][CH2:16][CH3:17])=[O:14])[CH:9]=[N:10]2)=[CH:5][CH:4]=1. Product: [ClH:18].[CH3:1][O:2][C:3]1[CH:12]=[C:11]2[C:6]([CH:7]=[C:8]([C:13]([O:15][CH2:16][CH3:17])=[O:14])[CH:9]=[N:10]2)=[CH:5][CH:4]=1. The catalyst class is: 50. (2) Reactant: [O-]CC.[Na+].Cl.[CH:6]([NH2:8])=[NH:7].C(O[C:12](=[O:24])[CH:13]([C:22]#[N:23])[CH2:14][CH:15]([O:19][CH2:20][CH3:21])[O:16][CH2:17][CH3:18])C. Product: [NH2:23][C:22]1[N:7]=[CH:6][NH:8][C:12](=[O:24])[C:13]=1[CH2:14][CH:15]([O:19][CH2:20][CH3:21])[O:16][CH2:17][CH3:18]. The catalyst class is: 8.